The task is: Regression. Given a peptide amino acid sequence and an MHC pseudo amino acid sequence, predict their binding affinity value. This is MHC class II binding data.. This data is from Peptide-MHC class II binding affinity with 134,281 pairs from IEDB. (1) The peptide sequence is PQQPQQSFPQQQRP. The MHC is HLA-DQA10201-DQB10202 with pseudo-sequence HLA-DQA10201-DQB10202. The binding affinity (normalized) is 0.161. (2) The peptide sequence is QRMMAEIDTDGDGFI. The MHC is HLA-DPA10103-DPB10301 with pseudo-sequence HLA-DPA10103-DPB10301. The binding affinity (normalized) is 0.126. (3) The peptide sequence is ASEGAVDIINRWQVV. The binding affinity (normalized) is 0.568. The MHC is DRB1_1101 with pseudo-sequence DRB1_1101. (4) The peptide sequence is TSVIIDGNCDGRGKS. The MHC is DRB3_0301 with pseudo-sequence DRB3_0301. The binding affinity (normalized) is 0.483. (5) The peptide sequence is AYGRGIRYDERPEQL. The MHC is DRB1_0405 with pseudo-sequence DRB1_0405. The binding affinity (normalized) is 0.176.